Dataset: Orexin1 receptor HTS with 218,158 compounds and 233 confirmed actives. Task: Binary Classification. Given a drug SMILES string, predict its activity (active/inactive) in a high-throughput screening assay against a specified biological target. (1) The drug is o1nc(c2c1cccc2)CC(=O)Nc1ncc(cc1)C. The result is 0 (inactive). (2) The molecule is N(/CCc1ccccc1)=C(\N=C(\N)N)N. The result is 0 (inactive). (3) The compound is Clc1cc(C(=O)NCc2cc(c(OC)cc2)C(OC)=O)ccc1O. The result is 0 (inactive). (4) The molecule is O(c1c(NC(=O)c2cc([N+]([O-])=O)c(n3ccnc3)cc2)cccc1)C. The result is 0 (inactive).